From a dataset of Catalyst prediction with 721,799 reactions and 888 catalyst types from USPTO. Predict which catalyst facilitates the given reaction. Reactant: [C:1]([C:4]1[C:16]2[NH:15][C:14]3[C:9](=[CH:10][CH:11]=[C:12]([C:17]([N:19]4[CH2:24][CH2:23][O:22][CH2:21][CH2:20]4)=[O:18])[CH:13]=3)[C:8]=2[CH:7]=[C:6]([C:25]2[CH2:30][CH2:29][N:28]([C:31]([O:33][C:34]([CH3:37])([CH3:36])[CH3:35])=[O:32])[CH2:27][CH:26]=2)[CH:5]=1)(=[O:3])[NH2:2]. Product: [C:1]([C:4]1[C:16]2[NH:15][C:14]3[C:9](=[CH:10][CH:11]=[C:12]([C:17]([N:19]4[CH2:24][CH2:23][O:22][CH2:21][CH2:20]4)=[O:18])[CH:13]=3)[C:8]=2[CH:7]=[C:6]([CH:25]2[CH2:30][CH2:29][N:28]([C:31]([O:33][C:34]([CH3:37])([CH3:36])[CH3:35])=[O:32])[CH2:27][CH2:26]2)[CH:5]=1)(=[O:3])[NH2:2]. The catalyst class is: 50.